From a dataset of Retrosynthesis with 50K atom-mapped reactions and 10 reaction types from USPTO. Predict the reactants needed to synthesize the given product. (1) Given the product CNC(=O)c1nc(-c2cn(CCCO)nc2C#N)ccc1N, predict the reactants needed to synthesize it. The reactants are: CNC(=O)c1nc(B2OC(C)(C)C(C)(C)O2)ccc1N.N#Cc1nn(CCCO)cc1Br. (2) Given the product CCCCCCc1cc2c(cc1OCCCC(=O)O)C(=NO)CC2, predict the reactants needed to synthesize it. The reactants are: CCCCCCc1cc2c(cc1OCCCC(=O)O)C(=O)CC2.NO. (3) Given the product CC1CCOCCN1c1nc(-c2ccncn2)cc(=O)n1C, predict the reactants needed to synthesize it. The reactants are: CC1CCOCCN1.Cn1c(Cl)nc(-c2ccncn2)cc1=O. (4) Given the product CN(C)CC(=O)N1CCc2cc(N(C)C)c(N)cc21, predict the reactants needed to synthesize it. The reactants are: CN(C)CC(=O)N1CCc2cc(N(C)C)c([N+](=O)[O-])cc21. (5) The reactants are: CC1(C)CN(Cc2ccccc2)CCC1=O.[BH3-]C#N. Given the product CC1(C)CN(Cc2ccccc2)CCC1N, predict the reactants needed to synthesize it.